Predict the product of the given reaction. From a dataset of Forward reaction prediction with 1.9M reactions from USPTO patents (1976-2016). (1) Given the reactants [F:1][C:2]([F:25])([F:24])[C:3]1[CH:4]=[C:5]([CH2:9][CH:10]([C:14]2[CH:19]=[CH:18][C:17]([C:20]([F:23])([F:22])[F:21])=[CH:16][CH:15]=2)[C:11]([OH:13])=[O:12])[CH:6]=[CH:7][CH:8]=1.C1N=CN(C(N2C=NC=C2)=O)C=1.CCOC(C)=O.[C:44]([NH:47][CH2:48][CH2:49]O)(=[O:46])[CH3:45], predict the reaction product. The product is: [C:44]([NH:47][CH2:48][CH2:49][O:12][C:11](=[O:13])[CH:10]([C:14]1[CH:19]=[CH:18][C:17]([C:20]([F:22])([F:23])[F:21])=[CH:16][CH:15]=1)[CH2:9][C:5]1[CH:6]=[CH:7][CH:8]=[C:3]([C:2]([F:24])([F:25])[F:1])[CH:4]=1)(=[O:46])[CH3:45]. (2) Given the reactants N[C:2]1[C:3](Br)=[N:4][CH:5]=C[CH:7]=1.[ClH:9].[S:10](Cl)(Cl)(=O)=O.C[N:16]([CH3:19])[CH:17]=O, predict the reaction product. The product is: [Cl:9][C:5]1[S:10][C:19]2[C:3]([N:4]=1)=[CH:2][CH:7]=[CH:17][N:16]=2. (3) Given the reactants O[CH2:2][CH2:3][CH2:4][C:5]1[CH:10]=[CH:9][C:8]([C:11]2[N:16]=[C:15]([C:17]#[N:18])[C:14]3[N:19]=[CH:20][N:21]([CH3:22])[C:13]=3[CH:12]=2)=[CH:7][C:6]=1[C:23]([F:26])([F:25])[F:24].C(Br)(Br)(Br)[Br:28].C1(P(C2C=CC=CC=2)C2C=CC=CC=2)C=CC=CC=1, predict the reaction product. The product is: [Br:28][CH2:2][CH2:3][CH2:4][C:5]1[CH:10]=[CH:9][C:8]([C:11]2[N:16]=[C:15]([C:17]#[N:18])[C:14]3[N:19]=[CH:20][N:21]([CH3:22])[C:13]=3[CH:12]=2)=[CH:7][C:6]=1[C:23]([F:26])([F:25])[F:24]. (4) Given the reactants Cl[C:2]1[N:7]=[CH:6][N:5]=[C:4]([Cl:8])[CH:3]=1.[F:9][C:10]1[CH:11]=[C:12]([CH:14]=[CH:15][C:16]=1[F:17])[NH2:13], predict the reaction product. The product is: [Cl:8][C:4]1[CH:3]=[CH:2][N:7]=[C:6]([NH:13][C:12]2[CH:14]=[CH:15][C:16]([F:17])=[C:10]([F:9])[CH:11]=2)[N:5]=1. (5) Given the reactants [Cl:1][C:2]1[CH:7]=[CH:6][CH:5]=[CH:4][C:3]=1[S:8]([NH:11][CH2:12][CH:13]([CH3:15])[CH3:14])(=[O:10])=[O:9].[Br:16][C:17]1[CH:22]=[C:21]([CH2:23]O)[CH:20]=[CH:19][N:18]=1.C1(P(C2C=CC=CC=2)C2C=CC=CC=2)C=CC=CC=1.N(C(OCC)=O)=NC(OCC)=O, predict the reaction product. The product is: [Br:16][C:17]1[CH:22]=[C:21]([CH2:23][N:11]([CH2:12][CH:13]([CH3:15])[CH3:14])[S:8]([C:3]2[CH:4]=[CH:5][CH:6]=[CH:7][C:2]=2[Cl:1])(=[O:9])=[O:10])[CH:20]=[CH:19][N:18]=1. (6) Given the reactants [F:1][C:2]1[CH:3]=[C:4]([CH:29]=[C:30]([N:32]2[CH2:37][CH2:36][O:35][CH2:34][CH2:33]2)[CH:31]=1)[C:5]([NH:7][C:8]1[C:17]2[C:12](=[CH:13][CH:14]=[CH:15][CH:16]=2)[C:11]([O:18][C:19]2[CH:24]=[CH:23][N:22]=[C:21](S(C)(=O)=O)[N:20]=2)=[CH:10][CH:9]=1)=[O:6].[CH3:38][NH:39][CH2:40][C:41]#[CH:42], predict the reaction product. The product is: [F:1][C:2]1[CH:3]=[C:4]([CH:29]=[C:30]([N:32]2[CH2:37][CH2:36][O:35][CH2:34][CH2:33]2)[CH:31]=1)[C:5]([NH:7][C:8]1[C:17]2[C:12](=[CH:13][CH:14]=[CH:15][CH:16]=2)[C:11]([O:18][C:19]2[CH:24]=[CH:23][N:22]=[C:21]([N:39]([CH3:38])[CH2:40][C:41]#[CH:42])[N:20]=2)=[CH:10][CH:9]=1)=[O:6]. (7) Given the reactants [C:1]([O:5][C:6](=[O:54])[NH:7][C@@H:8]([CH2:34][C@H:35]([CH2:39][C:40]1[CH:45]=[CH:44][C:43]([O:46][CH3:47])=[C:42]([O:48][CH2:49][CH2:50][CH2:51][O:52][CH3:53])[CH:41]=1)[CH:36]([CH3:38])[CH3:37])[C@@H:9]([O:26][Si](C(C)(C)C)(C)C)[CH2:10][C@H:11]([C:15](=[O:25])[NH:16][CH:17]1[CH:22]2[CH2:23][CH2:24][N:19]([CH2:20][CH2:21]2)[CH2:18]1)[CH:12]([CH3:14])[CH3:13])([CH3:4])([CH3:3])[CH3:2].C(OC(N[C@@H](C[C@H](CC1C=CC(OC)=C(OCCCOC)C=1)C(C)C)[C@@H](O[Si](C(C)(C)C)(C)C)C[C@@H](C(C)C)C(O)=O)=O)(C)(C)C.N12CCC(CC1)[C@@H](N)C2.CCCC[N+](CCCC)(CCCC)CCCC.[F-], predict the reaction product. The product is: [C:1]([O:5][C:6](=[O:54])[NH:7][C@@H:8]([CH2:34][C@H:35]([CH2:39][C:40]1[CH:45]=[CH:44][C:43]([O:46][CH3:47])=[C:42]([O:48][CH2:49][CH2:50][CH2:51][O:52][CH3:53])[CH:41]=1)[CH:36]([CH3:38])[CH3:37])[C@@H:9]([OH:26])[CH2:10][C@H:11]([C:15](=[O:25])[NH:16][CH:17]1[CH:22]2[CH2:23][CH2:24][N:19]([CH2:20][CH2:21]2)[CH2:18]1)[CH:12]([CH3:13])[CH3:14])([CH3:4])([CH3:2])[CH3:3].